From a dataset of Forward reaction prediction with 1.9M reactions from USPTO patents (1976-2016). Predict the product of the given reaction. (1) Given the reactants C(OC(=O)[CH:5]([C:15]1[CH:20]=[CH:19][C:18]([O:21][CH3:22])=[CH:17][C:16]=1[Cl:23])[C:6]([C:8]1[CH:13]=[N:12][C:11]([CH3:14])=[CH:10][N:9]=1)=[O:7])C.[Cl-].[Na+].O.CS(C)=O, predict the reaction product. The product is: [Cl:23][C:16]1[CH:17]=[C:18]([O:21][CH3:22])[CH:19]=[CH:20][C:15]=1[CH2:5][C:6]([C:8]1[CH:13]=[N:12][C:11]([CH3:14])=[CH:10][N:9]=1)=[O:7]. (2) Given the reactants C(N([CH:7]([CH3:9])[CH3:8])CC)(C)C.[Br:10][C:11]1[C:24]2[C:25]3[C:26]4[C:13](=[CH:14][C:15]([C:33]([CH3:36])([CH3:35])[CH3:34])=[CH:16][C:17]=4[C:18]([Br:32])=[C:19]([NH2:31])[C:20]=3[CH:21]=[C:22]([C:27]([CH3:30])([CH3:29])[CH3:28])[CH:23]=2)[C:12]=1[NH2:37].[S:38]1[CH:42]=[CH:41][CH:40]=[C:39]1[C:43](Cl)=[O:44], predict the reaction product. The product is: [Br:10][C:11]1[C:24]2[C:25]3=[C:26]4[C:13](=[CH:14][C:15]([C:33]([CH3:36])([CH3:35])[CH3:34])=[CH:16][C:17]4=[C:18]([Br:32])[C:19]([NH:31][C:43]([C:39]4[S:38][CH:42]=[CH:41][CH:40]=4)=[O:44])=[C:20]3[CH:21]=[C:22]([C:27]([CH3:30])([CH3:29])[CH3:28])[CH:23]=2)[C:12]=1[NH:37][C:43]([C:39]1[S:38][CH:9]=[CH:7][CH:8]=1)=[O:44].